From a dataset of Forward reaction prediction with 1.9M reactions from USPTO patents (1976-2016). Predict the product of the given reaction. (1) Given the reactants [C:1](#N)[C:2]1[C:3](=[CH:5][CH:6]=[CH:7][CH:8]=1)[NH2:4].[Mg].[CH2:11]([Mg]Br)[CH:12]([CH3:14])[CH3:13].Cl.[O:18]1CCCC1, predict the reaction product. The product is: [NH2:4][C:3]1[CH:5]=[CH:6][CH:7]=[CH:8][C:2]=1[C:1](=[O:18])[CH2:11][CH:12]([CH3:14])[CH3:13]. (2) Given the reactants [CH3:1][C:2]1[C:3](S(C)(=O)=O)=[N:4][C:5]([N:8]2[CH:12]=[C:11]([C:13]([F:16])([F:15])[F:14])[CH:10]=[N:9]2)=[N:6][CH:7]=1.[F:21][C:22]([F:31])([F:30])[C:23]1[CH:24]=[C:25]([OH:29])[CH:26]=[CH:27][CH:28]=1.C([O-])([O-])=O.[K+].[K+].O, predict the reaction product. The product is: [CH3:1][C:2]1[C:3]([O:29][C:25]2[CH:26]=[CH:27][CH:28]=[C:23]([C:22]([F:21])([F:30])[F:31])[CH:24]=2)=[N:4][C:5]([N:8]2[CH:12]=[C:11]([C:13]([F:16])([F:15])[F:14])[CH:10]=[N:9]2)=[N:6][CH:7]=1. (3) Given the reactants C([NH:9][C:10]([NH:12][C@@:13]([C:18]1[CH:23]=[C:22]([Br:24])[CH:21]=[CH:20][C:19]=1[F:25])([CH3:17])[CH2:14][CH2:15]O)=[S:11])(=O)C1C=CC=CC=1.[ClH:26], predict the reaction product. The product is: [ClH:26].[Br:24][C:22]1[CH:21]=[CH:20][C:19]([F:25])=[C:18]([C@:13]2([CH3:17])[CH2:14][CH2:15][S:11][C:10]([NH2:9])=[N:12]2)[CH:23]=1. (4) Given the reactants [CH3:1][O:2][C:3]1[C:8](Br)=[CH:7][CH:6]=[CH:5][N:4]=1.[CH:10]([O:12]CCCC)=[CH2:11].C1(P(C2C=CC=CC=2)CCCP(C2C=CC=CC=2)C2C=CC=CC=2)C=CC=CC=1.C([O-])([O-])=O.[K+].[K+].Cl, predict the reaction product. The product is: [CH3:1][O:2][C:3]1[CH:8]=[CH:7][C:6]([C:10](=[O:12])[CH3:11])=[CH:5][N:4]=1. (5) Given the reactants [CH3:1][S:2][S:3][C:4]1[CH:9]=[CH:8][C:7]([NH2:10])=[CH:6][CH:5]=1.C(N(CC)CC)C.[C:18](Cl)(=[O:20])[CH3:19].C(OCC)(=O)C, predict the reaction product. The product is: [CH3:1][S:2][S:3][C:4]1[CH:9]=[CH:8][C:7]([NH:10][C:18](=[O:20])[CH3:19])=[CH:6][CH:5]=1. (6) Given the reactants Cl[C:2]1[N:11]=[CH:10][C:9]2[C:4](=[CH:5][CH:6]=[C:7]([OH:13])[C:8]=2[Cl:12])[N:3]=1.[NH2:14][C:15]1[CH:20]=[CH:19][C:18]([C:21]([N:23]2[CH2:28][CH2:27][O:26][CH2:25][CH2:24]2)=[O:22])=[CH:17][CH:16]=1, predict the reaction product. The product is: [Cl:12][C:8]1[C:7]([OH:13])=[CH:6][CH:5]=[C:4]2[C:9]=1[CH:10]=[N:11][C:2]([NH:14][C:15]1[CH:16]=[CH:17][C:18]([C:21]([N:23]3[CH2:24][CH2:25][O:26][CH2:27][CH2:28]3)=[O:22])=[CH:19][CH:20]=1)=[N:3]2.